This data is from Reaction yield outcomes from USPTO patents with 853,638 reactions. The task is: Predict the reaction yield, written as a fraction of the theoretical maximum amount of product (1.0 means a 100% yield; for example, 0.34 means a 34% yield). (1) The reactants are [OH:1][CH2:2][C:3]([CH3:15])([CH3:14])[C:4]([O:6][CH2:7][C:8]1[CH:13]=[CH:12][CH:11]=[CH:10][CH:9]=1)=[O:5].[H-].[Na+].[N+:18]([C:21]1[CH:28]=[CH:27][CH:26]=[C:25]([N+]([O-])=O)[C:22]=1[C:23]#[N:24])([O-:20])=[O:19]. The catalyst is C1COCC1. The product is [C:23]([C:22]1[C:21]([N+:18]([O-:20])=[O:19])=[CH:28][CH:27]=[CH:26][C:25]=1[O:1][CH2:2][C:3]([CH3:15])([CH3:14])[C:4]([O:6][CH2:7][C:8]1[CH:13]=[CH:12][CH:11]=[CH:10][CH:9]=1)=[O:5])#[N:24]. The yield is 0.870. (2) The reactants are [C:9](O[C:9]([O:11][C:12]([CH3:15])([CH3:14])[CH3:13])=[O:10])([O:11][C:12]([CH3:15])([CH3:14])[CH3:13])=[O:10].C(N(CC)CC)C.[NH2:23][C@@H:24]1[CH2:29][CH2:28][CH2:27][CH2:26][C@H:25]1[C:30]([OH:32])=[O:31]. The yield is 0.930. The catalyst is O1CCOCC1.O. The product is [C:12]([O:11][C:9]([NH:23][C@@H:24]1[CH2:29][CH2:28][CH2:27][CH2:26][C@H:25]1[C:30]([OH:32])=[O:31])=[O:10])([CH3:13])([CH3:14])[CH3:15]. (3) The reactants are C(OC(=O)[NH:7][CH2:8][CH2:9][CH2:10][C:11]1[CH:20]=[CH:19][C:14]2[N:15]=[C:16]([CH3:18])[S:17][C:13]=2[CH:12]=1)(C)(C)C.[ClH:22]. The catalyst is C(Cl)Cl.O1CCOCC1. The product is [ClH:22].[ClH:22].[CH3:18][C:16]1[S:17][C:13]2[CH:12]=[C:11]([CH2:10][CH2:9][CH2:8][NH2:7])[CH:20]=[CH:19][C:14]=2[N:15]=1. The yield is 0.990. (4) The reactants are Br[C:2]1[C:7](=[O:8])[CH:6]=[CH:5][N:4]([C:9]2[CH:14]=[CH:13][CH:12]=[C:11]([C:15]([F:18])([F:17])[F:16])[CH:10]=2)[N:3]=1.[C:19]1([C:25]2[S:26][CH:27]=[CH:28][C:29]=2B(O)O)[CH:24]=[CH:23][CH:22]=[CH:21][CH:20]=1.C([O-])([O-])=O.[Na+].[Na+]. The catalyst is COCCOC.O.C1C=CC([P]([Pd]([P](C2C=CC=CC=2)(C2C=CC=CC=2)C2C=CC=CC=2)([P](C2C=CC=CC=2)(C2C=CC=CC=2)C2C=CC=CC=2)[P](C2C=CC=CC=2)(C2C=CC=CC=2)C2C=CC=CC=2)(C2C=CC=CC=2)C2C=CC=CC=2)=CC=1. The product is [C:19]1([C:25]2[S:26][CH:27]=[CH:28][C:29]=2[C:2]2[C:7](=[O:8])[CH:6]=[CH:5][N:4]([C:9]3[CH:14]=[CH:13][CH:12]=[C:11]([C:15]([F:18])([F:17])[F:16])[CH:10]=3)[N:3]=2)[CH:20]=[CH:21][CH:22]=[CH:23][CH:24]=1. The yield is 0.230. (5) The yield is 0.280. No catalyst specified. The product is [CH3:14][O:13][C:7]1[CH:8]=[C:9]([O:11][CH3:12])[CH:10]=[C:2]2[C:3]=1[C:4](=[O:5])[NH:6][C:21]([C:20]1[CH:23]=[CH:24][C:17]([O:16][CH3:15])=[C:18]([CH2:25][N:26]3[CH2:31][CH2:30][O:29][CH2:28][CH2:27]3)[CH:19]=1)=[N:1]2. The reactants are [NH2:1][C:2]1[CH:10]=[C:9]([O:11][CH3:12])[CH:8]=[C:7]([O:13][CH3:14])[C:3]=1[C:4]([NH2:6])=[O:5].[CH3:15][O:16][C:17]1[CH:24]=[CH:23][C:20]([CH:21]=O)=[CH:19][C:18]=1[CH2:25][N:26]1[CH2:31][CH2:30][O:29][CH2:28][CH2:27]1.COC1C=C(OC)C=C2C=1C(=O)NC(C1C=CC=CN=1)=N2.